From a dataset of NCI-60 drug combinations with 297,098 pairs across 59 cell lines. Regression. Given two drug SMILES strings and cell line genomic features, predict the synergy score measuring deviation from expected non-interaction effect. (1) Drug 1: CNC(=O)C1=CC=CC=C1SC2=CC3=C(C=C2)C(=NN3)C=CC4=CC=CC=N4. Drug 2: CC12CCC(CC1=CCC3C2CCC4(C3CC=C4C5=CN=CC=C5)C)O. Cell line: SNB-75. Synergy scores: CSS=3.51, Synergy_ZIP=-0.691, Synergy_Bliss=1.45, Synergy_Loewe=0.780, Synergy_HSA=1.09. (2) Drug 1: C1=NC(=NC(=O)N1C2C(C(C(O2)CO)O)O)N. Drug 2: CN(C(=O)NC(C=O)C(C(C(CO)O)O)O)N=O. Cell line: SR. Synergy scores: CSS=56.1, Synergy_ZIP=-3.96, Synergy_Bliss=-4.02, Synergy_Loewe=-22.6, Synergy_HSA=-2.04. (3) Drug 1: CC12CCC(CC1=CCC3C2CCC4(C3CC=C4C5=CN=CC=C5)C)O. Drug 2: B(C(CC(C)C)NC(=O)C(CC1=CC=CC=C1)NC(=O)C2=NC=CN=C2)(O)O. Cell line: DU-145. Synergy scores: CSS=3.38, Synergy_ZIP=-2.76, Synergy_Bliss=-4.58, Synergy_Loewe=-11.3, Synergy_HSA=-5.44.